This data is from Forward reaction prediction with 1.9M reactions from USPTO patents (1976-2016). The task is: Predict the product of the given reaction. (1) Given the reactants [C:1]1([C@@H:13]2[CH2:17][CH2:16][CH:15]([NH2:18])[CH2:14]2)[C:5]2=[C:6]3[CH:12]=[CH:11][NH:10][C:7]3=[N:8][CH:9]=[C:4]2[NH:3][N:2]=1.Cl[C:20]1[CH:27]=[CH:26][C:23]([C:24]#[N:25])=[CH:22][N:21]=1.CCN(C(C)C)C(C)C, predict the reaction product. The product is: [C:1]1([C@@H:13]2[CH2:17][CH2:16][C@@H:15]([NH:18][C:20]3[CH:27]=[CH:26][C:23]([C:24]#[N:25])=[CH:22][N:21]=3)[CH2:14]2)[C:5]2=[C:6]3[CH:12]=[CH:11][NH:10][C:7]3=[N:8][CH:9]=[C:4]2[NH:3][N:2]=1. (2) The product is: [Cl:22][C:20]1[CH:21]=[C:16]([NH:14][C:12]2[CH:13]=[C:7]3[CH2:6][N:5]([CH:3]4[CH2:4][O:1][CH2:2]4)[CH2:10][CH2:9][N:8]3[N:11]=2)[C:17](=[O:24])[N:18]([CH3:23])[N:19]=1. Given the reactants [O:1]1[CH2:4][CH:3]([N:5]2[CH2:10][CH2:9][N:8]3[N:11]=[C:12]([NH2:14])[CH:13]=[C:7]3[CH2:6]2)[CH2:2]1.Br[C:16]1[C:17](=[O:24])[N:18]([CH3:23])[N:19]=[C:20]([Cl:22])[CH:21]=1.CC1(C)C2C(=C(P(C3C=CC=CC=3)C3C=CC=CC=3)C=CC=2)OC2C(P(C3C=CC=CC=3)C3C=CC=CC=3)=CC=CC1=2.C(=O)([O-])[O-].[Cs+].[Cs+], predict the reaction product. (3) Given the reactants [NH2:1][C:2]1[C:3]([O:20][CH3:21])=[CH:4][C:5]([CH:17]([CH3:19])[CH3:18])=[C:6]([CH:16]=1)[O:7][C:8]1[C:9]([NH2:15])=[N:10][C:11]([NH2:14])=[N:12][CH:13]=1.C(O)(C(F)(F)F)=O.[C:29](Cl)(Cl)=[S:30].[OH-].[Na+], predict the reaction product. The product is: [CH:17]([C:5]1[CH:4]=[C:3]([O:20][CH3:21])[C:2]([N:1]=[C:29]=[S:30])=[CH:16][C:6]=1[O:7][C:8]1[C:9]([NH2:15])=[N:10][C:11]([NH2:14])=[N:12][CH:13]=1)([CH3:19])[CH3:18]. (4) Given the reactants [CH3:1][O:2][C:3](=[O:18])[C@@H:4]([CH2:16][NH2:17])[NH:5][C:6](OCC1C=CC=CC=1)=[O:7].[CH3:19]CN(C(C)C)C(C)C.BrCC(OC)=O, predict the reaction product. The product is: [O:7]=[C:6]1[NH:5][C@@H:4]([C:3]([O:2][CH3:1])=[O:18])[CH2:16][NH:17][CH2:19]1. (5) The product is: [CH3:16][N:17]1[C:25]2[C:20](=[C:21]([NH:26][C:2]([NH:1][CH2:4][C:5]3[CH:10]=[CH:9][C:8]([N:11]4[CH2:15][CH2:14][CH2:13][CH2:12]4)=[CH:7][CH:6]=3)=[O:3])[CH:22]=[CH:23][CH:24]=2)[CH:19]=[N:18]1. Given the reactants [N:1]([CH2:4][C:5]1[CH:10]=[CH:9][C:8]([N:11]2[CH2:15][CH2:14][CH2:13][CH2:12]2)=[CH:7][CH:6]=1)=[C:2]=[O:3].[CH3:16][N:17]1[C:25]2[CH:24]=[CH:23][CH:22]=[C:21]([NH2:26])[C:20]=2[CH:19]=[N:18]1.N1C2C=CC=C(N)C=2C=N1, predict the reaction product. (6) Given the reactants CON(C)[C:4]([C:6]1[CH:11]=[CH:10][N:9]=[C:8]([CH2:12][NH:13][C:14]([C:16]2[CH:25]=[C:24]([CH3:26])[C:23]3[C:18](=[C:19]([C:30]([F:33])([F:32])[F:31])[CH:20]=[C:21]([CH:27]4[CH2:29][CH2:28]4)[CH:22]=3)[N:17]=2)=[O:15])[CH:7]=1)=[O:5].C[Mg+].[Br-].C([O-])(=O)C(C(C([O-])=O)O)O, predict the reaction product. The product is: [CH:4]([C:6]1[CH:11]=[CH:10][N:9]=[C:8]([CH2:12][NH:13][C:14]([C:16]2[CH:25]=[C:24]([CH3:26])[C:23]3[C:18](=[C:19]([C:30]([F:32])([F:33])[F:31])[CH:20]=[C:21]([CH:27]4[CH2:28][CH2:29]4)[CH:22]=3)[N:17]=2)=[O:15])[CH:7]=1)=[O:5].